From a dataset of Catalyst prediction with 721,799 reactions and 888 catalyst types from USPTO. Predict which catalyst facilitates the given reaction. (1) Reactant: [OH:1][CH2:2][CH2:3][NH:4][CH2:5][CH2:6][O:7][C:8]1[CH:15]=[CH:14][C:11]([C:12]#[N:13])=[CH:10][CH:9]=1.C(N(CC)CC)C.[CH3:23][N:24]([CH3:28])[C:25](Cl)=[O:26]. Product: [C:12]([C:11]1[CH:10]=[CH:9][C:8]([O:7][CH2:6][CH2:5][N:4]([CH2:3][CH2:2][OH:1])[C:25]([N:24]([CH3:28])[CH3:23])=[O:26])=[CH:15][CH:14]=1)#[N:13]. The catalyst class is: 46. (2) The catalyst class is: 781. Reactant: [CH3:1][C:2]1[CH:7]=[C:6]([O:8][Si:9]([CH:16]([CH3:18])[CH3:17])([CH:13]([CH3:15])[CH3:14])[CH:10]([CH3:12])[CH3:11])[CH:5]=[C:4]([CH3:19])[C:3]=1[CH:20]([C:22]1[CH:23]=[C:24]2[C:28](=[CH:29][CH:30]=1)[N:27]([Si](C(C)C)(C(C)C)C(C)C)[CH:26]=[C:25]2[CH:41]([CH3:43])[CH3:42])O.CC(O)=O.C(O)(C(F)(F)F)=O. Product: [CH3:19][C:4]1[CH:5]=[C:6]([O:8][Si:9]([CH:16]([CH3:18])[CH3:17])([CH:13]([CH3:15])[CH3:14])[CH:10]([CH3:11])[CH3:12])[CH:7]=[C:2]([CH3:1])[C:3]=1[CH2:20][C:22]1[CH:23]=[C:24]2[C:28](=[CH:29][CH:30]=1)[NH:27][CH:26]=[C:25]2[CH:41]([CH3:43])[CH3:42]. (3) Reactant: Br[C:2]1[S:6][C:5]([C:7]2[CH:8]=[CH:9][C:10]([O:15][CH:16]([CH3:18])[CH3:17])=[C:11]([CH:14]=2)[C:12]#[N:13])=[N:4][N:3]=1.CC1(C)C(C)(C)OB([C:27]2[CH:28]=[C:29]3[C:34](=[CH:35][CH:36]=2)[CH2:33][N:32]([C:37]([O:39][C:40]([CH3:43])([CH3:42])[CH3:41])=[O:38])[CH2:31][CH2:30]3)O1.C(=O)([O-])O.[Na+]. Product: [C:12]([C:11]1[CH:14]=[C:7]([C:5]2[S:6][C:2]([C:27]3[CH:28]=[C:29]4[C:34](=[CH:35][CH:36]=3)[CH2:33][N:32]([C:37]([O:39][C:40]([CH3:43])([CH3:42])[CH3:41])=[O:38])[CH2:31][CH2:30]4)=[N:3][N:4]=2)[CH:8]=[CH:9][C:10]=1[O:15][CH:16]([CH3:18])[CH3:17])#[N:13]. The catalyst class is: 12. (4) Reactant: [NH2:1][C:2]1[N:3]=[C:4]([C:19]2[CH:20]=[C:21]([O:25][CH2:26][C@H:27]([NH:30]C(=O)OC(C)(C)C)[CH2:28][CH3:29])[CH:22]=[N:23][CH:24]=2)[CH:5]=[C:6]2[C:11]=1[CH:10]=[N:9][C:8]1[CH:12]=[C:13]([O:17][CH3:18])[C:14]([OH:16])=[CH:15][C:7]2=1.CCOC(C)=O.[ClH:44]. Product: [ClH:44].[ClH:44].[ClH:44].[NH2:1][C:2]1[N:3]=[C:4]([C:19]2[CH:24]=[N:23][CH:22]=[C:21]([O:25][CH2:26][C@H:27]([NH2:30])[CH2:28][CH3:29])[CH:20]=2)[CH:5]=[C:6]2[C:11]=1[CH:10]=[N:9][C:8]1[CH:12]=[C:13]([O:17][CH3:18])[C:14]([OH:16])=[CH:15][C:7]2=1. The catalyst class is: 28. (5) Reactant: C[O:2][C:3]([C:5]1[C:18]2[O:17][C:16]3[C:11](=[CH:12][CH:13]=[C:14]([C:19](=[O:25])[N:20]([CH2:23][CH3:24])[CH2:21][CH3:22])[CH:15]=3)[N:10]([CH:26]3[CH2:31][CH2:30][N:29]([CH2:32][C:33]4[CH:38]=[CH:37][CH:36]=[CH:35][CH:34]=4)[CH2:28][CH2:27]3)[C:9]=2[CH:8]=[CH:7][CH:6]=1)=[O:4].[OH-].[Na+]. Product: [CH2:32]([N:29]1[CH2:28][CH2:27][CH:26]([N:10]2[C:9]3[CH:8]=[CH:7][CH:6]=[C:5]([C:3]([OH:4])=[O:2])[C:18]=3[O:17][C:16]3[C:11]2=[CH:12][CH:13]=[C:14]([C:19](=[O:25])[N:20]([CH2:23][CH3:24])[CH2:21][CH3:22])[CH:15]=3)[CH2:31][CH2:30]1)[C:33]1[CH:38]=[CH:37][CH:36]=[CH:35][CH:34]=1. The catalyst class is: 5.